From a dataset of Reaction yield outcomes from USPTO patents with 853,638 reactions. Predict the reaction yield, written as a fraction of the theoretical maximum amount of product (1.0 means a 100% yield; for example, 0.34 means a 34% yield). (1) The reactants are [H-].[Al+3].[Li+].[H-].[H-].[H-].C[O:8][C:9](=O)[CH2:10][CH2:11][CH2:12][C:13]1[CH:18]=[CH:17][C:16]([CH2:19][CH2:20][O:21][C:22]2[C:31]3[C:26](=[CH:27][CH:28]=[CH:29][CH:30]=3)[N:25]=[CH:24][N:23]=2)=[CH:15][CH:14]=1.CCCCC.C(OCC)(=O)C. The catalyst is C(OCC)C.ClCCl.[O-2].[Mn+4].[O-2]. The product is [N:25]1[C:26]2[C:31](=[CH:30][CH:29]=[CH:28][CH:27]=2)[C:22]([O:21][CH2:20][CH2:19][C:16]2[CH:15]=[CH:14][C:13]([CH2:12][CH2:11][CH2:10][CH2:9][OH:8])=[CH:18][CH:17]=2)=[N:23][CH:24]=1. The yield is 0.490. (2) The reactants are C[Si]([N-][Si](C)(C)C)(C)C.[Na+].[CH3:11][O:12][C:13](=[O:23])[CH2:14][CH2:15][C:16]1[C:17](=[O:22])[NH:18][CH2:19][CH2:20][CH:21]=1.[CH2:24](Br)[CH:25]=[CH2:26]. The catalyst is C1COCC1. The product is [CH3:11][O:12][C:13](=[O:23])[CH2:14][CH2:15][C:16]1[C:17](=[O:22])[N:18]([CH2:26][CH:25]=[CH2:24])[CH2:19][CH2:20][CH:21]=1. The yield is 0.740. (3) The reactants are CN(C(ON1N=NC2C=CC=NC1=2)=[N+](C)C)C.F[P-](F)(F)(F)(F)F.[C:25]([CH2:27][C:28]([OH:30])=O)#[N:26].[CH:31]1([NH:34][CH2:35][C:36]2[CH:41]=[CH:40][CH:39]=[C:38]([CH3:42])[C:37]=2[CH3:43])[CH2:33][CH2:32]1.CCN(C(C)C)C(C)C. The catalyst is CN(C=O)C.CCOC(C)=O. The product is [C:25]([CH2:27][C:28]([N:34]([CH:31]1[CH2:33][CH2:32]1)[CH2:35][C:36]1[CH:41]=[CH:40][CH:39]=[C:38]([CH3:42])[C:37]=1[CH3:43])=[O:30])#[N:26]. The yield is 0.810.